This data is from Forward reaction prediction with 1.9M reactions from USPTO patents (1976-2016). The task is: Predict the product of the given reaction. (1) The product is: [C:22]([NH:21][CH2:20][CH2:19][CH2:18][N:5]([C:6](=[O:17])[CH2:7][N:8]1[CH:16]=[C:14]([CH3:15])[C:12](=[O:13])[NH:11][C:9]1=[O:10])[CH2:4][C:3]([OH:29])=[O:2])([O:24][C:25]([CH3:28])([CH3:27])[CH3:26])=[O:23]. Given the reactants C[O:2][C:3](=[O:29])[CH2:4][N:5]([CH2:18][CH2:19][CH2:20][NH:21][C:22]([O:24][C:25]([CH3:28])([CH3:27])[CH3:26])=[O:23])[C:6](=[O:17])[CH2:7][N:8]1[CH:16]=[C:14]([CH3:15])[C:12](=[O:13])[NH:11][C:9]1=[O:10].[OH-].[Na+], predict the reaction product. (2) Given the reactants [NH2:1][C:2]1[N:10]=[CH:9][CH:8]=[CH:7][C:3]=1[C:4]([OH:6])=O.ON1C2C=CC=CC=2N=N1.CCN=C=NCCCN(C)C.[CH3:32][C:33]1[CH:47]=[CH:46][CH:45]=[CH:44][C:34]=1[O:35][C:36]1[CH:37]=[C:38]([CH:41]=[CH:42][CH:43]=1)[CH2:39][NH2:40].C(=O)(O)[O-].[Na+], predict the reaction product. The product is: [CH3:32][C:33]1[CH:47]=[CH:46][CH:45]=[CH:44][C:34]=1[O:35][C:36]1[CH:37]=[C:38]([CH2:39][NH:40][C:4](=[O:6])[C:3]2[CH:7]=[CH:8][CH:9]=[N:10][C:2]=2[NH2:1])[CH:41]=[CH:42][CH:43]=1. (3) Given the reactants CO[C:3](=[O:33])[C:4]1[CH:9]=[CH:8][C:7]([C:10]2[N:11]([C:26]3[CH:31]=[CH:30][C:29]([Cl:32])=[CH:28][CH:27]=3)[C:12](=[O:25])[C:13]3[CH:18]=[N:17][N:16]([C:19]4[CH:24]=[CH:23][CH:22]=[CH:21][CH:20]=4)[C:14]=3[N:15]=2)=[CH:6][CH:5]=1.[OH-].[Na+].Cl.O[NH:38][C:39](=[NH:41])[CH3:40].CCN(CC)CC, predict the reaction product. The product is: [Cl:32][C:29]1[CH:28]=[CH:27][C:26]([N:11]2[C:12](=[O:25])[C:13]3[CH:18]=[N:17][N:16]([C:19]4[CH:20]=[CH:21][CH:22]=[CH:23][CH:24]=4)[C:14]=3[N:15]=[C:10]2[C:7]2[CH:6]=[CH:5][C:4]([C:3]3[O:33][N:41]=[C:39]([CH3:40])[N:38]=3)=[CH:9][CH:8]=2)=[CH:31][CH:30]=1. (4) Given the reactants [F:1][C:2]1[CH:7]=[CH:6][C:5]([N:8]2[CH2:14][CH2:13][CH2:12][CH:11]([C:15](=[N:17][OH:18])[NH2:16])[CH2:10][C:9]2=[O:19])=[CH:4][CH:3]=1.[F:20][C:21]1[CH:29]=[CH:28][C:24]([C:25](Cl)=[O:26])=[CH:23][CH:22]=1.CCN(C(C)C)C(C)C, predict the reaction product. The product is: [F:1][C:2]1[CH:7]=[CH:6][C:5]([N:8]2[CH2:14][CH2:13][CH2:12][CH:11]([C:15](=[N:17][O:18][C:25]([C:24]3[CH:28]=[CH:29][C:21]([F:20])=[CH:22][CH:23]=3)=[O:26])[NH2:16])[CH2:10][C:9]2=[O:19])=[CH:4][CH:3]=1. (5) The product is: [OH:34][C@@:27]1([C:25]#[C:26][C:2]2[CH:3]=[C:4]([C:8]3[N:17]=[C:16]([C:18]([O:20][CH2:21][CH3:22])=[O:19])[C:15]4[C:10](=[CH:11][CH:12]=[C:13]([O:23][CH3:24])[CH:14]=4)[N:9]=3)[CH:5]=[CH:6][CH:7]=2)[CH2:31][CH2:30][N:29]([CH3:32])[C:28]1=[O:33]. Given the reactants Br[C:2]1[CH:3]=[C:4]([C:8]2[N:17]=[C:16]([C:18]([O:20][CH2:21][CH3:22])=[O:19])[C:15]3[C:10](=[CH:11][CH:12]=[C:13]([O:23][CH3:24])[CH:14]=3)[N:9]=2)[CH:5]=[CH:6][CH:7]=1.[C:25]([C@:27]1([OH:34])[CH2:31][CH2:30][N:29]([CH3:32])[C:28]1=[O:33])#[CH:26], predict the reaction product.